Predict the reactants needed to synthesize the given product. From a dataset of Full USPTO retrosynthesis dataset with 1.9M reactions from patents (1976-2016). (1) The reactants are: F[C:2]1[CH:3]=[C:4]([C:9]2[O:13][N:12]=[C:11]([C:14]([N:16]3[CH2:21][C@H:20]([CH2:22][CH:23]([CH3:25])[CH3:24])[NH:19][C:18](=[O:26])[C@@H:17]3[CH2:27][CH:28]([CH3:30])[CH3:29])=[O:15])[CH:10]=2)[CH:5]=[CH:6][C:7]=1F.C([C@@H]1NC[C@H](CC(C)C)N[C:36]1=[O:45])C(C)C.COC1C=CC(C2ON=C(C(O)=O)C=2)=CC=1. Given the product [CH2:27]([C@@H:17]1[N:16]([C:14]([C:11]2[CH:10]=[C:9]([C:4]3[CH:5]=[CH:6][C:7]([O:45][CH3:36])=[CH:2][CH:3]=3)[O:13][N:12]=2)=[O:15])[CH2:21][C@H:20]([CH2:22][CH:23]([CH3:25])[CH3:24])[NH:19][C:18]1=[O:26])[CH:28]([CH3:30])[CH3:29], predict the reactants needed to synthesize it. (2) The reactants are: [CH2:1]([C@@H:8]([CH2:13][CH2:14][C@H:15]([CH2:33][C:34]1[CH:39]=[CH:38][CH:37]=[CH:36][CH:35]=1)[C:16](=[O:32])[NH:17][C@@H:18]1[CH2:24][CH2:23][CH2:22][CH2:21][N:20]([C:25]2[CH:30]=[CH:29][CH:28]=[CH:27][CH:26]=2)[C:19]1=[O:31])[C:9]([O:11]C)=[O:10])[C:2]1[CH:7]=[CH:6][CH:5]=[CH:4][CH:3]=1.[Li+].[OH-].O.Cl. Given the product [CH2:1]([C@@H:8]([CH2:13][CH2:14][C@H:15]([CH2:33][C:34]1[CH:35]=[CH:36][CH:37]=[CH:38][CH:39]=1)[C:16](=[O:32])[NH:17][C@@H:18]1[CH2:24][CH2:23][CH2:22][CH2:21][N:20]([C:25]2[CH:26]=[CH:27][CH:28]=[CH:29][CH:30]=2)[C:19]1=[O:31])[C:9]([OH:11])=[O:10])[C:2]1[CH:7]=[CH:6][CH:5]=[CH:4][CH:3]=1, predict the reactants needed to synthesize it. (3) Given the product [Br:12][CH2:13][CH2:14][CH2:15][CH2:16][O:1][C:2]1[CH:9]=[CH:8][C:5]([C:6]#[N:7])=[CH:4][C:3]=1[O:10][CH3:11], predict the reactants needed to synthesize it. The reactants are: [OH:1][C:2]1[CH:9]=[CH:8][C:5]([C:6]#[N:7])=[CH:4][C:3]=1[O:10][CH3:11].[Br:12][CH2:13][CH2:14][CH2:15][CH2:16]Br. (4) Given the product [CH:29]1[C:38]2[C:33](=[CH:34][CH:35]=[C:36]([C:2]3[CH:3]=[C:4]([NH:9][C:10](=[O:28])[C:11]4[CH:16]=[CH:15][C:14]([CH2:17][N:18]5[CH2:23][CH2:22][O:21][CH2:20][CH2:19]5)=[C:13]([C:24]([F:26])([F:25])[F:27])[CH:12]=4)[CH:5]=[CH:6][C:7]=3[CH3:8])[CH:37]=2)[CH:32]=[CH:31][N:30]=1, predict the reactants needed to synthesize it. The reactants are: Br[C:2]1[CH:3]=[C:4]([NH:9][C:10](=[O:28])[C:11]2[CH:16]=[CH:15][C:14]([CH2:17][N:18]3[CH2:23][CH2:22][O:21][CH2:20][CH2:19]3)=[C:13]([C:24]([F:27])([F:26])[F:25])[CH:12]=2)[CH:5]=[CH:6][C:7]=1[CH3:8].[CH:29]1[C:38]2[C:33](=[CH:34][CH:35]=[C:36](OS(C(F)(F)F)(=O)=O)[CH:37]=2)[CH:32]=[CH:31][N:30]=1. (5) Given the product [Br:1][C:2]1[CH:7]=[CH:6][C:5]([CH:8]([C:13]2[CH:18]=[CH:17][C:16]([Cl:19])=[CH:15][CH:14]=2)[CH2:9][C:10]([NH:24][CH3:23])=[O:11])=[CH:4][CH:3]=1, predict the reactants needed to synthesize it. The reactants are: [Br:1][C:2]1[CH:7]=[CH:6][C:5]([CH:8]([C:13]2[CH:18]=[CH:17][C:16]([Cl:19])=[CH:15][CH:14]=2)[CH2:9][C:10](O)=[O:11])=[CH:4][CH:3]=1.CN.Cl.[CH3:23][N:24](C)CCCC(N=C=N)C. (6) Given the product [CH:14]([O:17][C:18]1[CH:24]=[CH:23][C:21]([NH:22][C:8]([C:7]2[CH:6]=[C:5]([S:2]([Cl:1])(=[O:4])=[O:3])[CH:13]=[CH:12][CH:11]=2)=[O:9])=[CH:20][CH:19]=1)([CH3:16])[CH3:15], predict the reactants needed to synthesize it. The reactants are: [Cl:1][S:2]([C:5]1[CH:6]=[C:7]([CH:11]=[CH:12][CH:13]=1)[C:8](Cl)=[O:9])(=[O:4])=[O:3].[CH:14]([O:17][C:18]1[CH:24]=[CH:23][C:21]([NH2:22])=[CH:20][CH:19]=1)([CH3:16])[CH3:15]. (7) Given the product [O:49]=[C:23]1[CH:22]([S:19]([C:16]2[CH:15]=[CH:14][C:13]([CH:12]=[O:11])=[CH:18][CH:17]=2)(=[O:21])=[O:20])[CH2:28][CH2:27][CH2:26][CH2:25][N:24]1[O:29][C:30]([C:43]1[CH:48]=[CH:47][CH:46]=[CH:45][CH:44]=1)([C:37]1[CH:38]=[CH:39][CH:40]=[CH:41][CH:42]=1)[C:31]1[CH:36]=[CH:35][CH:34]=[CH:33][CH:32]=1, predict the reactants needed to synthesize it. The reactants are: C(Cl)(=O)C(Cl)=O.CS(C)=O.[OH:11][CH2:12][C:13]1[CH:18]=[CH:17][C:16]([S:19]([CH:22]2[CH2:28][CH2:27][CH2:26][CH2:25][N:24]([O:29][C:30]([C:43]3[CH:48]=[CH:47][CH:46]=[CH:45][CH:44]=3)([C:37]3[CH:42]=[CH:41][CH:40]=[CH:39][CH:38]=3)[C:31]3[CH:36]=[CH:35][CH:34]=[CH:33][CH:32]=3)[C:23]2=[O:49])(=[O:21])=[O:20])=[CH:15][CH:14]=1.